From a dataset of Reaction yield outcomes from USPTO patents with 853,638 reactions. Predict the reaction yield, written as a fraction of the theoretical maximum amount of product (1.0 means a 100% yield; for example, 0.34 means a 34% yield). (1) The reactants are [Br:1][C:2]1[C:3]([O:13][Si:14]([C:17]([CH3:20])([CH3:19])[CH3:18])([CH3:16])[CH3:15])=[C:4]([C:10](=[O:12])[CH3:11])[C:5]([O:8][CH3:9])=[CH:6][CH:7]=1.[Si:21](OS(C(F)(F)F)(=O)=O)([CH3:24])([CH3:23])[CH3:22].C(Cl)(Cl)Cl. The catalyst is ClCCl. The product is [Br:1][C:2]1[C:3]([O:13][Si:14]([C:17]([CH3:20])([CH3:19])[CH3:18])([CH3:15])[CH3:16])=[C:4]([C:10]([O:12][Si:21]([CH3:24])([CH3:23])[CH3:22])=[CH2:11])[C:5]([O:8][CH3:9])=[CH:6][CH:7]=1. The yield is 1.00. (2) The reactants are Cl[C:2]1[N:7]=[C:6]([C:8]([F:11])([F:10])[F:9])[CH:5]=[CH:4][N:3]=1.[Si]([O:29][CH2:30][C:31]1[C:39]([S:40]([CH3:43])(=[O:42])=[O:41])=[CH:38][C:37]2[N:36]3[CH2:44][CH2:45][NH:46][CH:47]([CH:48]([CH3:50])[CH3:49])[C:35]3=[CH:34][C:33]=2[CH:32]=1)(C(C)(C)C)(C1C=CC=CC=1)C1C=CC=CC=1.CCN(C(C)C)C(C)C. The catalyst is CC(O)C.C(Cl)Cl. The product is [CH:48]([CH:47]1[C:35]2=[CH:34][C:33]3[CH:32]=[C:31]([CH2:30][OH:29])[C:39]([S:40]([CH3:43])(=[O:42])=[O:41])=[CH:38][C:37]=3[N:36]2[CH2:44][CH2:45][N:46]1[C:2]1[N:7]=[C:6]([C:8]([F:11])([F:10])[F:9])[CH:5]=[CH:4][N:3]=1)([CH3:50])[CH3:49]. The yield is 0.720. (3) The reactants are [CH2:1]([C:3]1[N:12]=[C:11]2[C:6]([C:7](O)=[CH:8][CH:9]=[N:10]2)=[CH:5][CH:4]=1)[CH3:2].O=P(Cl)(Cl)[Cl:16]. The yield is 0.830. No catalyst specified. The product is [Cl:16][C:7]1[CH:8]=[CH:9][N:10]=[C:11]2[C:6]=1[CH:5]=[CH:4][C:3]([CH2:1][CH3:2])=[N:12]2.